Dataset: Reaction yield outcomes from USPTO patents with 853,638 reactions. Task: Predict the reaction yield, written as a fraction of the theoretical maximum amount of product (1.0 means a 100% yield; for example, 0.34 means a 34% yield). (1) The reactants are Br[C:2]1[C:3]([CH3:15])=[C:4]([CH3:14])[C:5]2[O:9][C:8]([CH3:11])([CH3:10])[C:7](=[O:12])[C:6]=2[CH:13]=1.[CH3:16][O:17][C:18]1[CH:23]=[CH:22][C:21]([CH:24]2[O:29][CH2:28][CH2:27][NH:26][CH2:25]2)=[CH:20][CH:19]=1. No catalyst specified. The product is [CH3:16][O:17][C:18]1[CH:19]=[CH:20][C:21]([CH:24]2[O:29][CH2:28][CH2:27][N:26]([C:2]3[C:3]([CH3:15])=[C:4]([CH3:14])[C:5]4[O:9][C:8]([CH3:11])([CH3:10])[C:7](=[O:12])[C:6]=4[CH:13]=3)[CH2:25]2)=[CH:22][CH:23]=1. The yield is 0.340. (2) The catalyst is O. The reactants are [F:1][C:2]([F:29])([F:28])[C:3]1[CH:4]=[C:5]([NH:13][C:14](=[O:27])[C:15]2[CH:20]=[C:19]([S:21](=[O:24])(=[O:23])[NH2:22])[CH:18]=[CH:17][C:16]=2[O:25][CH3:26])[CH:6]=[C:7]([C:9]([F:12])([F:11])[F:10])[CH:8]=1.CO[CH:32]1[CH2:36][CH2:35][CH:34](OC)O1.C(O)(=O)C. The yield is 0.886. The product is [F:29][C:2]([F:1])([F:28])[C:3]1[CH:4]=[C:5]([NH:13][C:14](=[O:27])[C:15]2[CH:20]=[C:19]([S:21]([N:22]3[CH:32]=[CH:36][CH:35]=[CH:34]3)(=[O:23])=[O:24])[CH:18]=[CH:17][C:16]=2[O:25][CH3:26])[CH:6]=[C:7]([C:9]([F:12])([F:10])[F:11])[CH:8]=1. (3) The catalyst is C(OCC)(=O)C. The reactants are CN(C)C=O.[N+:6]([C:9]1[N:10]=[C:11](SC2C=CC=CC=2[N+]([O-])=O)[N:12]([CH2:14][C@:15]([OH:40])([CH3:39])[CH2:16][N:17]2[CH2:22][CH2:21][N:20]([C:23]([O:25][CH2:26][CH:27]=[CH:28][C:29]3[CH:34]=[CH:33][C:32]([C:35]([F:38])([F:37])[F:36])=[CH:31][CH:30]=3)=[O:24])[CH2:19][CH2:18]2)[CH:13]=1)([O-:8])=[O:7].CC(C)([O-])C.[Na+].O. The yield is 0.590. The product is [CH3:39][C@@:15]1([CH2:16][N:17]2[CH2:18][CH2:19][N:20]([C:23]([O:25][CH2:26][CH:27]=[CH:28][C:29]3[CH:34]=[CH:33][C:32]([C:35]([F:36])([F:38])[F:37])=[CH:31][CH:30]=3)=[O:24])[CH2:21][CH2:22]2)[O:40][C:11]2=[N:10][C:9]([N+:6]([O-:8])=[O:7])=[CH:13][N:12]2[CH2:14]1. (4) The reactants are C[Si](C)(C)CCOC[N:7]1[C:11]2[C:12]3[CH:13]=[CH:14][S:15][C:16]=3[CH2:17][C:10]=2[C:9]([C:18]2[CH:19]=[C:20]([NH:24]C(=O)C)[CH:21]=[CH:22][CH:23]=2)=[N:8]1.[ClH:30]. The catalyst is CO. The product is [ClH:30].[S:15]1[CH:14]=[CH:13][C:12]2[C:11]3[NH:7][N:8]=[C:9]([C:18]4[CH:19]=[C:20]([NH2:24])[CH:21]=[CH:22][CH:23]=4)[C:10]=3[CH2:17][C:16]1=2. The yield is 0.810. (5) The yield is 0.790. The catalyst is N1C=CC=CC=1. The reactants are [CH3:1][C:2]1[CH:7]=[CH:6][C:5]([C:8]2[C:9]([CH:14]=O)=[CH:10][CH:11]=[CH:12][CH:13]=2)=[CH:4][CH:3]=1.Cl.O[NH2:18].C(OC(=O)C)(=O)C. The product is [C:14]([C:9]1[CH:10]=[CH:11][CH:12]=[CH:13][C:8]=1[C:5]1[CH:6]=[CH:7][C:2]([CH3:1])=[CH:3][CH:4]=1)#[N:18]. (6) The reactants are Br.[Br:2][CH2:3][CH2:4][CH2:5][NH2:6].C(N(CC)CC)C.[C:14]([O:18][C:19](O[C:19]([O:18][C:14]([CH3:17])([CH3:16])[CH3:15])=[O:20])=[O:20])([CH3:17])([CH3:16])[CH3:15]. The catalyst is C(Cl)Cl. The product is [Br:2][CH2:3][CH2:4][CH2:5][NH:6][C:19](=[O:20])[O:18][C:14]([CH3:17])([CH3:16])[CH3:15]. The yield is 0.900. (7) The reactants are [H-].[Na+].[OH:3][C:4]1[CH:9]=[CH:8][C:7]([CH2:10][CH2:11][CH2:12][CH2:13][N:14]2[C:22](=[O:23])[C:21]3[C:16](=[CH:17][CH:18]=[CH:19][CH:20]=3)[C:15]2=[O:24])=[CH:6][CH:5]=1.[CH3:25][N:26]([CH3:30])[C:27](Cl)=[S:28]. The catalyst is CN(C=O)C. The product is [O:24]=[C:15]1[C:16]2[C:21](=[CH:20][CH:19]=[CH:18][CH:17]=2)[C:22](=[O:23])[N:14]1[CH2:13][CH2:12][CH2:11][CH2:10][C:7]1[CH:8]=[CH:9][C:4]([O:3][C:27](=[S:28])[N:26]([CH3:30])[CH3:25])=[CH:5][CH:6]=1. The yield is 0.590. (8) The reactants are [NH2:1][C:2]1[N:3]=[C:4]2[CH:9]=[CH:8][C:7]([O:10][C:11]3[CH:12]=[C:13]([NH:17][C:18](=[O:29])[C:19]4[CH:24]=[CH:23][CH:22]=[C:21]([C:25]([F:28])([F:27])[F:26])[CH:20]=4)[CH:14]=[CH:15][CH:16]=3)=[N:6][N:5]2[CH:30]=1.C(N(CC)CC)C.[CH3:38][S:39](Cl)(=[O:41])=[O:40]. The catalyst is O1CCCC1. The product is [CH3:38][S:39]([NH:1][C:2]1[N:3]=[C:4]2[CH:9]=[CH:8][C:7]([O:10][C:11]3[CH:12]=[C:13]([NH:17][C:18](=[O:29])[C:19]4[CH:24]=[CH:23][CH:22]=[C:21]([C:25]([F:28])([F:27])[F:26])[CH:20]=4)[CH:14]=[CH:15][CH:16]=3)=[N:6][N:5]2[CH:30]=1)(=[O:41])=[O:40]. The yield is 0.610. (9) The reactants are Cl[CH2:2][C:3](=O)[CH2:4][C:5]([O:7][CH2:8][CH3:9])=[O:6].[N:11]1[CH:16]=[CH:15][CH:14]=[CH:13][C:12]=1[NH2:17]. The catalyst is C1COCC1. The product is [N:17]1[C:3]([CH2:4][C:5]([O:7][CH2:8][CH3:9])=[O:6])=[CH:2][N:11]2[CH:16]=[CH:15][CH:14]=[CH:13][C:12]=12. The yield is 0.269.